Dataset: Forward reaction prediction with 1.9M reactions from USPTO patents (1976-2016). Task: Predict the product of the given reaction. (1) Given the reactants Cl[C:2]1[N:7]=[C:6]([S:8][CH3:9])[N:5]=[C:4]([N:10]2[C:14]3[CH:15]=[CH:16][CH:17]=[CH:18][C:13]=3[N:12]=[C:11]2[CH:19]([F:21])[F:20])[CH:3]=1.Cl.C[N:24]([C@@H:28]1[CH2:32][CH2:31][N:30]([C@H:33]2[CH2:38][CH2:37][C@H:36]([NH2:39])[CH2:35][CH2:34]2)[C:29]1=[O:40])[C:25](=[O:27])[OH:26].[C:41](=O)([O-])[O-].[K+].[K+].C(N(C(C)C)C(C)C)C, predict the reaction product. The product is: [CH3:41][O:26][C:25](=[O:27])[NH:24][C@@H:28]1[CH2:32][CH2:31][N:30]([C@H:33]2[CH2:38][CH2:37][C@H:36]([NH:39][C:2]3[CH:3]=[C:4]([N:10]4[C:14]5[CH:15]=[CH:16][CH:17]=[CH:18][C:13]=5[N:12]=[C:11]4[CH:19]([F:21])[F:20])[N:5]=[C:6]([S:8][CH3:9])[N:7]=3)[CH2:35][CH2:34]2)[C:29]1=[O:40]. (2) Given the reactants [CH3:1][C:2]1[CH:8]=[CH:7][CH:6]=[C:5]([CH3:9])[C:3]=1[NH2:4].C([O-])(O)=O.[Na+].[Cl:15][CH2:16][C:17](Cl)=[O:18], predict the reaction product. The product is: [CH3:1][C:2]1[CH:8]=[CH:7][CH:6]=[C:5]([CH3:9])[C:3]=1[NH:4][C:17](=[O:18])[CH2:16][Cl:15].